This data is from Acute oral toxicity (LD50) regression data from Zhu et al.. The task is: Regression/Classification. Given a drug SMILES string, predict its toxicity properties. Task type varies by dataset: regression for continuous values (e.g., LD50, hERG inhibition percentage) or binary classification for toxic/non-toxic outcomes (e.g., AMES mutagenicity, cardiotoxicity, hepatotoxicity). Dataset: ld50_zhu. (1) The compound is CCOP(=S)(OCC(C)C)Oc1cnn(C)c(=O)c1OC. The rat oral LD50 is 3.92, given as -log10 of the dose in mol/kg body weight (higher means more acutely toxic). (2) The drug is Cc1ccc(S(=O)(=O)C=CC#N)cc1. The rat oral LD50 is 2.16, given as -log10 of the dose in mol/kg body weight (higher means more acutely toxic). (3) The drug is COC(=O)CNCP(=O)(O)Oc1ccccc1. The rat oral LD50 is 1.80, given as -log10 of the dose in mol/kg body weight (higher means more acutely toxic). (4) The drug is CNCCO. The rat oral LD50 is 1.51, given as -log10 of the dose in mol/kg body weight (higher means more acutely toxic). (5) The molecule is CCCCC(CC)COC(=O)CCCCCCCC(=O)OCC(CC)CCCC. The rat oral LD50 is 1.68, given as -log10 of the dose in mol/kg body weight (higher means more acutely toxic). (6) The compound is C=CCNc1nc(NCC=C)nc(N(CCCCCCN(c2nc(NCC=C)nc(NCC=C)n2)C2CC(C)(C)NC(C)(C)C2)C2CC(C)(C)NC(C)(C)C2)n1. The rat oral LD50 is 2.29, given as -log10 of the dose in mol/kg body weight (higher means more acutely toxic). (7) The molecule is CCOc1c(OP(=S)(OCC)OC(C)C)cnn(C)c1=O. The rat oral LD50 is 4.57, given as -log10 of the dose in mol/kg body weight (higher means more acutely toxic). (8) The drug is Cc1cccc(C(=O)Nc2nnn[nH]2)n1. The rat oral LD50 is 2.31, given as -log10 of the dose in mol/kg body weight (higher means more acutely toxic).